Dataset: Peptide-MHC class II binding affinity with 134,281 pairs from IEDB. Task: Regression. Given a peptide amino acid sequence and an MHC pseudo amino acid sequence, predict their binding affinity value. This is MHC class II binding data. (1) The peptide sequence is LKGTFTYNKMTCLIL. The MHC is DRB1_1201 with pseudo-sequence DRB1_1201. The binding affinity (normalized) is 0.215. (2) The peptide sequence is YPFIEQEGPEFFDQE. The MHC is H-2-IAs with pseudo-sequence YTYHWTSGGQTGYILFFGSDYYDYQTETVHGVHT. The binding affinity (normalized) is 0. (3) The peptide sequence is LLFCALASSCQVAFS. The MHC is DRB1_1201 with pseudo-sequence DRB1_1201. The binding affinity (normalized) is 0.332. (4) The peptide sequence is LMCEIEGHHLASAAI. The binding affinity (normalized) is 0.0699. The MHC is DRB1_0301 with pseudo-sequence DRB1_0301. (5) The peptide sequence is GELQIFDKIDAAFKI. The MHC is DRB4_0101 with pseudo-sequence DRB4_0103. The binding affinity (normalized) is 0.703.